From a dataset of Forward reaction prediction with 1.9M reactions from USPTO patents (1976-2016). Predict the product of the given reaction. The product is: [CH3:39][S:40]([OH:43])(=[O:42])=[O:41].[O:19]1[C:22]2[CH:23]=[CH:24][CH:25]=[CH:26][C:21]=2[N:20]=[C:17]1[C:15]1[CH:14]=[CH:13][C:5]2[N:6]([CH:7]3[CH2:8][CH2:9][O:10][CH2:11][CH2:12]3)[C:2]([CH3:1])=[N:3][C:4]=2[CH:16]=1. Given the reactants [CH3:1][C:2]1[N:6]([CH:7]2[CH2:12][CH2:11][O:10][CH2:9][CH2:8]2)[C:5]2[CH:13]=[CH:14][C:15]([C:17]([OH:19])=O)=[CH:16][C:4]=2[N:3]=1.[NH2:20][C:21]1[CH:26]=[CH:25][CH:24]=[CH:23][C:22]=1O.CCN=C=NCCCN(C)C.[CH3:39][S:40]([OH:43])(=[O:42])=[O:41], predict the reaction product.